Predict the product of the given reaction. From a dataset of Forward reaction prediction with 1.9M reactions from USPTO patents (1976-2016). (1) Given the reactants CO[C:3]([C:5]1[C:14]2[C:9](=[CH:10][CH:11]=[CH:12][CH:13]=2)[C:8]([CH2:15][NH:16][C:17](=O)[C:18]2[CH:23]=[CH:22][CH:21]=[CH:20][CH:19]=2)=[N:7][CH:6]=1)=[O:4], predict the reaction product. The product is: [C:18]1([C:17]2[N:7]3[CH:6]=[C:5]([C:3]([N:7]4[CH2:8][CH2:9][CH2:14][CH2:5][CH2:6]4)=[O:4])[C:14]4[C:9]([C:8]3=[CH:15][N:16]=2)=[CH:10][CH:11]=[CH:12][CH:13]=4)[CH:23]=[CH:22][CH:21]=[CH:20][CH:19]=1. (2) Given the reactants Cl[C:2]1[CH:12]=[C:6]2[N:7]([CH3:11])[CH2:8][CH2:9][CH2:10][N:5]2[C:4](=[O:13])[N:3]=1.[Cl:14][C:15]1[CH:16]=[C:17]([CH:27]=[CH:28][C:29]=1[Cl:30])[O:18][C:19]1[CH:24]=[CH:23][C:22]([CH2:25][OH:26])=[CH:21][CH:20]=1, predict the reaction product. The product is: [Cl:14][C:15]1[CH:16]=[C:17]([CH:27]=[CH:28][C:29]=1[Cl:30])[O:18][C:19]1[CH:24]=[CH:23][C:22]([CH2:25][O:26][C:2]2[CH:12]=[C:6]3[N:7]([CH3:11])[CH2:8][CH2:9][CH2:10][N:5]3[C:4](=[O:13])[N:3]=2)=[CH:21][CH:20]=1. (3) The product is: [CH3:3][C:2]([C:35]([OH:37])=[O:36])([C:4]1[CH:9]=[CH:8][C:7]([CH:10]([OH:34])[CH2:11][CH2:12][CH2:13][N:14]2[CH2:15][CH2:16][CH:17]([C:20]([OH:33])([C:21]3[CH:26]=[CH:25][CH:24]=[CH:23][CH:22]=3)[C:27]3[CH:28]=[CH:29][CH:30]=[CH:31][CH:32]=3)[CH2:18][CH2:19]2)=[CH:6][CH:5]=1)[CH3:1].[ClH:45]. Given the reactants [CH3:1][C:2]([C:35]([OH:37])=[O:36])([C:4]1[CH:5]=[CH:6][C:7]([CH:10]([OH:34])[CH2:11][CH2:12][CH2:13][N:14]2[CH2:19][CH2:18][CH:17]([C:20]([OH:33])([C:27]3[CH:28]=[CH:29][CH:30]=[CH:31][CH:32]=3)[C:21]3[CH:22]=[CH:23][CH:24]=[CH:25][CH:26]=3)[CH2:16][CH2:15]2)=[CH:8][CH:9]=1)[CH3:3].C1(C)C=CC=CC=1.[ClH:45].C(O)(C)C, predict the reaction product. (4) Given the reactants Br[C:2]1[CH:3]=[C:4]([C:8]2[C:13]3[O:14][C:15]4[CH:20]=[CH:19][CH:18]=[CH:17][C:16]=4[C:12]=3[CH:11]=[CH:10][CH:9]=2)[CH:5]=[CH:6][CH:7]=1.CC(C)([O-])C.[Na+].[CH3:27][C:28]1[CH:34]=[CH:33][CH:32]=[C:31]([CH3:35])[C:29]=1[NH2:30].C(P(C(C)(C)C)C(C)(C)C)(C)(C)C, predict the reaction product. The product is: [CH:11]1[C:12]2[C:16]3[CH:17]=[CH:18][CH:19]=[CH:20][C:15]=3[O:14][C:13]=2[C:8]([C:4]2[CH:3]=[C:2]([NH:30][C:29]3[C:31]([CH3:35])=[CH:32][CH:33]=[CH:34][C:28]=3[CH3:27])[CH:7]=[CH:6][CH:5]=2)=[CH:9][CH:10]=1.